From a dataset of Full USPTO retrosynthesis dataset with 1.9M reactions from patents (1976-2016). Predict the reactants needed to synthesize the given product. (1) Given the product [F:10][C:9]([F:12])([F:11])[C:8]([NH:7][CH2:6][CH2:5][C:4]1[CH:14]=[CH:15][CH:16]=[C:2]([C:18]#[C:17][C:19]([OH:26])([CH2:23][CH2:24][CH3:25])[CH2:20][CH2:21][CH3:22])[CH:3]=1)=[O:13], predict the reactants needed to synthesize it. The reactants are: Br[C:2]1[CH:3]=[C:4]([CH:14]=[CH:15][CH:16]=1)[CH2:5][CH2:6][NH:7][C:8](=[O:13])[C:9]([F:12])([F:11])[F:10].[C:17]([C:19]([OH:26])([CH2:23][CH2:24][CH3:25])[CH2:20][CH2:21][CH3:22])#[CH:18]. (2) Given the product [NH2:1][C:2]1[C:3]([C:4]([OH:6])=[O:5])=[CH:7][C:8]([Br:11])=[CH:9][N:10]=1, predict the reactants needed to synthesize it. The reactants are: [NH2:1][C:2]1[N:10]=[CH:9][CH:8]=[CH:7][C:3]=1[C:4]([OH:6])=[O:5].[Br:11]Br. (3) Given the product [F:50][CH:48]([F:49])[O:47][C:43]1[CH:42]=[C:41]([CH:46]=[CH:45][CH:44]=1)[CH2:40][CH2:39][C:28]1[CH:29]=[C:30]([OH:31])[C:25](=[O:24])[NH:26][N:27]=1, predict the reactants needed to synthesize it. The reactants are: OC1C(=O)NN=C(CCC2C=CC=CC=2)C=1.C([O:24][C:25]1[N:26]=[N:27][C:28]([C:39]#[C:40][C:41]2[CH:46]=[CH:45][CH:44]=[C:43]([O:47][CH:48]([F:50])[F:49])[CH:42]=2)=[CH:29][C:30]=1[O:31]CC1C=CC=CC=1)C1C=CC=CC=1.O1CCCC1. (4) Given the product [C:1]([N:4]1[C:13]2[C:8](=[CH:9][C:10]([NH:14][C:36](=[O:37])[CH2:35][CH2:34][C:24]34[CH2:33][CH:28]5[CH2:29][CH:30]([CH2:32][CH:26]([CH2:27]5)[CH2:25]3)[CH2:31]4)=[CH:11][CH:12]=2)[C:7]([C:16]2[CH:21]=[CH:20][CH:19]=[CH:18][CH:17]=2)([CH3:15])[CH2:6][C:5]1([CH3:23])[CH3:22])(=[O:3])[CH3:2], predict the reactants needed to synthesize it. The reactants are: [C:1]([N:4]1[C:13]2[C:8](=[CH:9][C:10]([NH2:14])=[CH:11][CH:12]=2)[C:7]([C:16]2[CH:21]=[CH:20][CH:19]=[CH:18][CH:17]=2)([CH3:15])[CH2:6][C:5]1([CH3:23])[CH3:22])(=[O:3])[CH3:2].[C:24]12([CH2:34][CH2:35][C:36](O)=[O:37])[CH2:33][CH:28]3[CH2:29][CH:30]([CH2:32][CH:26]([CH2:27]3)[CH2:25]1)[CH2:31]2.CN(C(ON1N=NC2C=CC=NC1=2)=[N+](C)C)C.F[P-](F)(F)(F)(F)F.C(N(CC)C(C)C)(C)C.